Dataset: Peptide-MHC class I binding affinity with 185,985 pairs from IEDB/IMGT. Task: Regression. Given a peptide amino acid sequence and an MHC pseudo amino acid sequence, predict their binding affinity value. This is MHC class I binding data. (1) The peptide sequence is IVRTNRNEL. The MHC is HLA-B58:01 with pseudo-sequence HLA-B58:01. The binding affinity (normalized) is 0.0847. (2) The peptide sequence is YHLGGIEGL. The MHC is HLA-A26:01 with pseudo-sequence HLA-A26:01. The binding affinity (normalized) is 0.0847. (3) The peptide sequence is YHSPYPEEY. The MHC is Mamu-A20102 with pseudo-sequence Mamu-A20102. The binding affinity (normalized) is 0.932. (4) The peptide sequence is SVFELSNFA. The MHC is HLA-A29:02 with pseudo-sequence HLA-A29:02. The binding affinity (normalized) is 0.0847. (5) The peptide sequence is FRNIVNML. The MHC is HLA-C06:02 with pseudo-sequence HLA-C06:02. The binding affinity (normalized) is 0.580. (6) The peptide sequence is HQKKNEISF. The MHC is HLA-A24:02 with pseudo-sequence HLA-A24:02. The binding affinity (normalized) is 0. (7) The peptide sequence is PALKSEEKTP. The MHC is H-2-Kd with pseudo-sequence H-2-Kd. The binding affinity (normalized) is 0. (8) The peptide sequence is LEFFMMVLL. The MHC is HLA-B44:02 with pseudo-sequence HLA-B44:02. The binding affinity (normalized) is 0.147. (9) The peptide sequence is QQKNSQKGQ. The MHC is HLA-B15:01 with pseudo-sequence HLA-B15:01. The binding affinity (normalized) is 0. (10) The peptide sequence is GVDGLGVSV. The MHC is HLA-B27:03 with pseudo-sequence HLA-B27:03. The binding affinity (normalized) is 0.0847.